Dataset: Reaction yield outcomes from USPTO patents with 853,638 reactions. Task: Predict the reaction yield, written as a fraction of the theoretical maximum amount of product (1.0 means a 100% yield; for example, 0.34 means a 34% yield). (1) The reactants are [H-].[Na+].[N+:3]([C:6]1[CH:14]=[C:13]2[C:9]([CH:10]=[CH:11][NH:12]2)=[CH:8][CH:7]=1)([O-:5])=[O:4].[Cl:15][CH2:16][CH2:17][CH2:18]I. The catalyst is CN(C=O)C. The product is [Cl:15][CH2:16][CH2:17][CH2:18][N:12]1[C:13]2[C:9](=[CH:8][CH:7]=[C:6]([N+:3]([O-:5])=[O:4])[CH:14]=2)[CH:10]=[CH:11]1. The yield is 0.900. (2) The reactants are [NH2:1][C:2]1[C:3]([Cl:22])=[C:4]2[C:8](=[CH:9][C:10]=1[F:11])[C:7](=O)[C:6]([CH2:18][CH2:19][CH2:20][CH3:21])([CH2:13][CH2:14][C:15](=[O:17])[CH3:16])[CH2:5]2.C(O)(=O)C.N1CCCC1. The catalyst is C1(C)C=CC=CC=1. The product is [NH2:1][C:2]1[C:3]([Cl:22])=[C:4]2[C:8]([C:7]3[C:6]([CH2:18][CH2:19][CH2:20][CH3:21])([CH2:5]2)[CH2:13][CH2:14][C:15](=[O:17])[CH:16]=3)=[CH:9][C:10]=1[F:11]. The yield is 0.830. (3) No catalyst specified. The product is [F:1][C:2]1[CH:24]=[CH:23][C:5]([CH2:6][CH2:7][C:8]2[S:9][C:10]3[N:11]=[CH:12][N:13]=[C:14]([N:17]4[CH2:22][CH2:21][N:20]([C:33](=[O:34])[CH2:32][O:31][C:30]5[CH:36]=[CH:37][C:27]([O:26][CH3:25])=[CH:28][CH:29]=5)[CH2:19][CH2:18]4)[C:15]=3[N:16]=2)=[CH:4][CH:3]=1. The yield is 0.390. The reactants are [F:1][C:2]1[CH:24]=[CH:23][C:5]([CH2:6][CH2:7][C:8]2[S:9][C:10]3[N:11]=[CH:12][N:13]=[C:14]([N:17]4[CH2:22][CH2:21][NH:20][CH2:19][CH2:18]4)[C:15]=3[N:16]=2)=[CH:4][CH:3]=1.[CH3:25][O:26][C:27]1[CH:37]=[CH:36][C:30]([O:31][CH2:32][C:33](O)=[O:34])=[CH:29][CH:28]=1. (4) The reactants are N[C:2]1[C:7]([Cl:8])=[CH:6][C:5]([Cl:9])=[C:4]([CH3:10])[N:3]=1.[BrH:11].BrBr.N([O-])=O.[Na+].[OH-].[Na+]. The catalyst is O. The product is [Br:11][C:2]1[C:7]([Cl:8])=[CH:6][C:5]([Cl:9])=[C:4]([CH3:10])[N:3]=1. The yield is 0.450. (5) The reactants are [H-].[Na+].[Br:3][C:4]1[C:13]2[O:12][C:11]([CH3:15])([CH3:14])[C:10](=[O:16])[NH:9][C:8]=2[CH:7]=[C:6]([S:17]([CH2:20][CH3:21])(=[O:19])=[O:18])[CH:5]=1.[CH3:22]I. The yield is 0.960. The catalyst is CN(C)C=O. The product is [Br:3][C:4]1[C:13]2[O:12][C:11]([CH3:14])([CH3:15])[C:10](=[O:16])[N:9]([CH3:22])[C:8]=2[CH:7]=[C:6]([S:17]([CH2:20][CH3:21])(=[O:19])=[O:18])[CH:5]=1. (6) The reactants are [C:1]([O:5][C:6]([NH:8][C@H:9]([C:26]([O:28][CH3:29])=[O:27])[CH2:10][C:11]1[CH:16]=[CH:15][C:14]([B:17]2[O:21]C(C)(C)C(C)(C)[O:18]2)=[CH:13][CH:12]=1)=[O:7])([CH3:4])([CH3:3])[CH3:2].I([O-])(=O)(=O)=O.[Na+].C([O-])(=O)C.[NH4+].O. The catalyst is CC(C)=O. The product is [C:1]([O:5][C:6]([NH:8][C@H:9]([C:26]([O:28][CH3:29])=[O:27])[CH2:10][C:11]1[CH:12]=[CH:13][C:14]([B:17]([OH:21])[OH:18])=[CH:15][CH:16]=1)=[O:7])([CH3:3])([CH3:4])[CH3:2]. The yield is 0.550. (7) The reactants are Br[C:2]1[C:7]([NH2:8])=[CH:6][CH:5]=[C:4]([CH3:9])[N:3]=1.[C:10]([Si:12]([CH3:15])([CH3:14])[CH3:13])#[CH:11]. The catalyst is C(N(CC)CC)C.Cl[Pd](Cl)([P](C1C=CC=CC=1)(C1C=CC=CC=1)C1C=CC=CC=1)[P](C1C=CC=CC=1)(C1C=CC=CC=1)C1C=CC=CC=1.[Cu]I. The product is [CH3:9][C:4]1[N:3]=[C:2]([C:11]#[C:10][Si:12]([CH3:15])([CH3:14])[CH3:13])[C:7]([NH2:8])=[CH:6][CH:5]=1. The yield is 0.380. (8) The reactants are Cl[CH2:2][CH2:3][C:4]1[C:5]2[CH:19]=[C:18]([C:20]([CH3:33])([C:22]3[O:23][C:24]([C:27]4[CH:32]=[CH:31][CH:30]=[CH:29][CH:28]=4)=[N:25][N:26]=3)[CH3:21])[S:17][C:6]=2[NH:7][C:8]=1[C:9]1[CH:14]=[C:13]([CH3:15])[CH:12]=[C:11]([CH3:16])[CH:10]=1.C(N(C(C)C)CC)(C)C.[O:43]=[C:44]([N:52]1[CH2:56][CH2:55][CH2:54][CH2:53]1)[CH2:45][N:46]1[CH2:51][CH2:50][NH:49][CH2:48][CH2:47]1. The catalyst is [I-].C([N+](CCCC)(CCCC)CCCC)CCC.O1CCOCC1.C(OCC)C. The product is [CH3:15][C:13]1[CH:14]=[C:9]([C:8]2[NH:7][C:6]3[S:17][C:18]([C:20]([CH3:21])([C:22]4[O:23][C:24]([C:27]5[CH:28]=[CH:29][CH:30]=[CH:31][CH:32]=5)=[N:25][N:26]=4)[CH3:33])=[CH:19][C:5]=3[C:4]=2[CH2:3][CH2:2][N:49]2[CH2:48][CH2:47][N:46]([CH2:45][C:44](=[O:43])[N:52]3[CH2:53][CH2:54][CH2:55][CH2:56]3)[CH2:51][CH2:50]2)[CH:10]=[C:11]([CH3:16])[CH:12]=1. The yield is 0.270. (9) The reactants are [NH2:1][C:2]1[CH:3]=[CH:4][C:5]([O:19][C:20]2[CH:25]=[CH:24][CH:23]=[CH:22][CH:21]=2)=[C:6]([C:8]2[C:9]3[CH:18]=[CH:17][NH:16][C:10]=3[C:11](=[O:15])[N:12]([CH3:14])[CH:13]=2)[CH:7]=1.C(N(CC)CC)C.[F:33][C:34]([F:41])([F:40])[CH2:35][S:36](Cl)(=[O:38])=[O:37]. The catalyst is ClCCl. The product is [F:33][C:34]([F:41])([F:40])[CH2:35][S:36]([NH:1][C:2]1[CH:3]=[CH:4][C:5]([O:19][C:20]2[CH:21]=[CH:22][CH:23]=[CH:24][CH:25]=2)=[C:6]([C:8]2[C:9]3[CH:18]=[CH:17][NH:16][C:10]=3[C:11](=[O:15])[N:12]([CH3:14])[CH:13]=2)[CH:7]=1)(=[O:38])=[O:37]. The yield is 0.680. (10) The reactants are C([O:3][C:4](=O)[CH2:5][O:6][C:7]([CH3:25])([CH3:24])[CH2:8][N:9](CC1C=CC=CC=1)CC1C=CC=CC=1)C. The catalyst is CCO.[OH-].[OH-].[Pd+2]. The product is [CH3:24][C:7]1([CH3:25])[CH2:8][NH:9][C:4](=[O:3])[CH2:5][O:6]1. The yield is 0.600.